The task is: Binary Classification. Given a drug SMILES string, predict its activity (active/inactive) in a high-throughput screening assay against a specified biological target.. This data is from Kir2.1 potassium channel HTS with 301,493 compounds. (1) The compound is Brc1c(OCC(=O)N\N=C(\CC(=O)NCCC)C)ccc(c1)C. The result is 0 (inactive). (2) The compound is o1c2c(CN3CCN(CC3)C)c(O)ccc2c(=O)c(c1)c1c(OC)cccc1. The result is 0 (inactive). (3) The compound is Clc1c([N+]([O-])=O)cc(S(=O)(=O)N(CC(=O)NCCc2ccccc2)c2ccc(Cl)cc2)cc1. The result is 0 (inactive). (4) The compound is Fc1c(C(=O)N2C(C(=O)N(c3c2cccc3)Cc2cc(OC)ccc2)C)c(F)ccc1. The result is 0 (inactive). (5) The molecule is O=C(Nc1ccc(cc1)C)CN1CCc2c(C1)cccc2. The result is 0 (inactive). (6) The drug is O=C(N(CCCC)c1c(n(CCC)c(=O)[nH]c1=O)N)c1c2c([nH]c(=O)c1)cccc2. The result is 0 (inactive). (7) The molecule is s1c2nc(c(c(c2c(N)c1C(=O)Nc1ccc(OC)cc1)c1ccc(OC)cc1)C(OCC)=O)C. The result is 0 (inactive). (8) The drug is Brc1cc(F)c(NC(=O)C2CCCN(S(=O)(=O)c3[nH]cnc3)C2)cc1. The result is 0 (inactive). (9) The drug is s1c(CC(=O)N(C(C(=O)NC2CCCCC2)c2ccc(cc2)C)c2cc(OC)c(n3nnnc3)cc2)ccc1. The result is 0 (inactive).